This data is from Catalyst prediction with 721,799 reactions and 888 catalyst types from USPTO. The task is: Predict which catalyst facilitates the given reaction. (1) Reactant: [N+:1]([C:4]1[CH:41]=[CH:40][C:7]([C:8]([O:10][C@@:11]([C:18]2[N:19]=[N:20][N:21]([CH2:23][C:24]3[CH:33]=[C:32]4[C:27]([C:28]([C:36](=O)[CH2:37]Br)=[CH:29][C:30]([C:34]#[N:35])=[N:31]4)=[CH:26][CH:25]=3)[CH:22]=2)([C:14]([F:17])([F:16])[F:15])[CH2:12][CH3:13])=[O:9])=[CH:6][CH:5]=1)([O-:3])=[O:2].[C:42]([NH2:45])(=[S:44])[CH3:43]. Product: [N+:1]([C:4]1[CH:5]=[CH:6][C:7]([C:8]([O:10][C@@:11]([C:18]2[N:19]=[N:20][N:21]([CH2:23][C:24]3[CH:33]=[C:32]4[C:27]([C:28]([C:36]5[N:45]=[C:42]([CH3:43])[S:44][CH:37]=5)=[CH:29][C:30]([C:34]#[N:35])=[N:31]4)=[CH:26][CH:25]=3)[CH:22]=2)([C:14]([F:16])([F:17])[F:15])[CH2:12][CH3:13])=[O:9])=[CH:40][CH:41]=1)([O-:3])=[O:2]. The catalyst class is: 39. (2) Reactant: C(N(C(C)C)C(C)C)C.[NH2:10][CH2:11][C:12]1([C:18]([NH:20][C:21]2[CH:26]=[CH:25][C:24]([C:27]([F:30])([F:29])[F:28])=[CH:23][N:22]=2)=[O:19])[CH2:17][CH2:16][NH:15][CH2:14][CH2:13]1.Cl[C:32]1[C:33]2[CH:40]=[CH:39][NH:38][C:34]=2[N:35]=[CH:36][N:37]=1. Product: [NH2:10][CH2:11][C:12]1([C:18]([NH:20][C:21]2[CH:26]=[CH:25][C:24]([C:27]([F:30])([F:29])[F:28])=[CH:23][N:22]=2)=[O:19])[CH2:17][CH2:16][N:15]([C:32]2[C:33]3[CH:40]=[CH:39][NH:38][C:34]=3[N:35]=[CH:36][N:37]=2)[CH2:14][CH2:13]1. The catalyst class is: 44. (3) Reactant: [NH2:1][C:2]1[CH:3]=[CH:4][C:5]([C:8]([NH2:10])=[NH:9])=[N:6][CH:7]=1.[Cl:11][CH2:12][C:13](=O)[CH2:14][C:15](OCC)=[O:16].C(=O)([O-])[O-].[Na+].[Na+]. Product: [NH2:1][C:2]1[CH:3]=[CH:4][C:5]([C:8]2[N:10]=[C:15]([OH:16])[CH:14]=[C:13]([CH2:12][Cl:11])[N:9]=2)=[N:6][CH:7]=1. The catalyst class is: 97. (4) Reactant: [OH:1][N:2]1[C:7]([CH3:9])([CH3:8])[CH2:6][CH:5]([O:10][C:11](=[O:18])[C:12]2[CH:17]=[CH:16][CH:15]=[CH:14][CH:13]=2)[CH2:4][C:3]1([CH3:20])[CH3:19].[C:21](Cl)(=[O:28])[C:22]1[CH:27]=[CH:26][CH:25]=[CH:24][CH:23]=1. Product: [C:11]([O:10][CH:5]1[CH2:6][C:7]([CH3:9])([CH3:8])[N:2]([O:1][C:21](=[O:28])[C:22]2[CH:27]=[CH:26][CH:25]=[CH:24][CH:23]=2)[C:3]([CH3:20])([CH3:19])[CH2:4]1)(=[O:18])[C:12]1[CH:17]=[CH:16][CH:15]=[CH:14][CH:13]=1. The catalyst class is: 15. (5) Reactant: [Br:1][C:2]1[CH:7]=[C:6]([F:8])[C:5]([F:9])=[CH:4][C:3]=1SC.O[O:13][S:14]([O-:16])=O.[K+].[CH3:18]C(O)C. Product: [Br:1][C:2]1[CH:7]=[C:6]([F:8])[C:5]([F:9])=[CH:4][C:3]=1[S:14]([CH3:18])(=[O:16])=[O:13]. The catalyst class is: 6. (6) Reactant: [C:1]([O:5][C:6](=[O:30])[NH:7][C@@H:8]([CH2:28]Cl)[CH2:9][O:10][Si:11]([C:24]([CH3:27])([CH3:26])[CH3:25])([C:18]1[CH:23]=[CH:22][CH:21]=[CH:20][CH:19]=1)[C:12]1[CH:17]=[CH:16][CH:15]=[CH:14][CH:13]=1)([CH3:4])([CH3:3])[CH3:2].[NH2:31][C:32]1[CH:37]=[CH:36][CH:35]=[CH:34][C:33]=1[SH:38].C(=O)([O-])[O-].[Cs+].[Cs+]. The catalyst class is: 85. Product: [C:1]([O:5][C:6](=[O:30])[NH:7][C@H:8]([CH2:9][O:10][Si:11]([C:24]([CH3:27])([CH3:26])[CH3:25])([C:18]1[CH:23]=[CH:22][CH:21]=[CH:20][CH:19]=1)[C:12]1[CH:17]=[CH:16][CH:15]=[CH:14][CH:13]=1)[CH2:28][S:38][C:33]1[CH:34]=[CH:35][CH:36]=[CH:37][C:32]=1[NH2:31])([CH3:4])([CH3:3])[CH3:2]. (7) Reactant: F[C:2]([F:15])(F)S(OS(C(F)(F)F)(=O)=O)(=O)=O.[F:16][C:17]1C(F)=[CH:21][CH:20]=[CH:19][C:18]=1[C@@:24]1([NH:52][C:53]([NH:55][C:56](=[O:63])[C:57]2[CH:62]=[CH:61][CH:60]=[CH:59][CH:58]=2)=[S:54])[C@H:28]([CH2:29]O)[C@@H:27]([CH2:31][O:32][C:33]([C:46]2[CH:51]=[CH:50][CH:49]=[CH:48][CH:47]=2)([C:40]2[CH:45]=[CH:44][CH:43]=[CH:42][CH:41]=2)[C:34]2[CH:39]=[CH:38][CH:37]=[CH:36][CH:35]=2)[O:26][CH2:25]1.C(=O)(O)[O-].[Na+].CCOC(C)=O. Product: [F:16][C:17]1[C:2]([F:15])=[CH:21][CH:20]=[CH:19][C:18]=1[C@:24]12[CH2:25][O:26][C@H:27]([CH2:31][O:32][C:33]([C:34]3[CH:35]=[CH:36][CH:37]=[CH:38][CH:39]=3)([C:46]3[CH:51]=[CH:50][CH:49]=[CH:48][CH:47]=3)[C:40]3[CH:41]=[CH:42][CH:43]=[CH:44][CH:45]=3)[C@H:28]1[CH2:29][S:54][C:53]([NH:55][C:56](=[O:63])[C:57]1[CH:62]=[CH:61][CH:60]=[CH:59][CH:58]=1)=[N:52]2. The catalyst class is: 17.